This data is from Catalyst prediction with 721,799 reactions and 888 catalyst types from USPTO. The task is: Predict which catalyst facilitates the given reaction. (1) Reactant: Cl[C:2]1[CH:7]=[C:6]([Cl:8])[N:5]=[CH:4][N:3]=1.[CH3:9][C:10]1[CH:11]=[C:12]([OH:19])[CH:13]=[CH:14][C:15]=1[N+:16]([O-:18])=[O:17].C(=O)([O-])[O-].[K+].[K+].O. Product: [Cl:8][C:6]1[CH:7]=[C:2]([O:19][C:12]2[CH:13]=[CH:14][C:15]([N+:16]([O-:18])=[O:17])=[C:10]([CH3:9])[CH:11]=2)[N:3]=[CH:4][N:5]=1. The catalyst class is: 3. (2) Reactant: [CH2:1]([Li])CCC.[CH:6](NC(C)C)(C)C.[Br:13][C:14]1[CH:15]=[C:16]2[C:21](=[CH:22][CH:23]=1)[CH2:20][NH:19][C:18](=[O:24])[CH2:17]2.[Br:25][C:26]1[CH:27]=[CH:28][CH:29]=[C:30]2[C:35]=1[CH2:34][NH:33][C:32](=[O:36])[CH2:31]2.IC.Cl. Product: [Br:13][C:14]1[CH:15]=[C:16]2[C:21](=[CH:22][CH:23]=1)[CH2:20][NH:19][C:18](=[O:24])[CH:17]2[CH3:1].[Br:25][C:26]1[CH:27]=[CH:28][CH:29]=[C:30]2[C:35]=1[CH2:34][NH:33][C:32](=[O:36])[CH:31]2[CH3:6]. The catalyst class is: 7. (3) Reactant: [C:1]([OH:13])(=[O:12])[CH2:2][C:3]([CH2:8][C:9]([OH:11])=[O:10])([C:5]([OH:7])=[O:6])[OH:4].[CH2:14]([C:21]1([OH:44])[CH2:26][CH2:25][N:24]([CH2:27][CH2:28][NH:29][C:30]([NH:32][C:33]2[C:42]3[C:37](=[CH:38][CH:39]=[CH:40][CH:41]=3)[N:36]=[C:35]([CH3:43])[CH:34]=2)=[O:31])[CH2:23][CH2:22]1)[C:15]1[CH:20]=[CH:19][CH:18]=[CH:17][CH:16]=1. Product: [C:1]([OH:13])(=[O:12])[CH2:2][C:3]([CH2:8][C:9]([OH:11])=[O:10])([C:5]([OH:7])=[O:6])[OH:4].[CH2:14]([C:21]1([OH:44])[CH2:22][CH2:23][N:24]([CH2:27][CH2:28][NH:29][C:30]([NH:32][C:33]2[C:42]3[C:37](=[CH:38][CH:39]=[CH:40][CH:41]=3)[N:36]=[C:35]([CH3:43])[CH:34]=2)=[O:31])[CH2:25][CH2:26]1)[C:15]1[CH:20]=[CH:19][CH:18]=[CH:17][CH:16]=1. The catalyst class is: 8. (4) The catalyst class is: 5. Reactant: [CH:1]([C:3]1[CH:18]=[CH:17][C:6]([O:7][C:8]2[CH:16]=[CH:15][C:11]([C:12]([NH2:14])=[O:13])=[CH:10][CH:9]=2)=[CH:5][CH:4]=1)=O.[CH2:19]([NH2:26])[C:20]1[CH:25]=[CH:24][CH:23]=[CH:22][CH:21]=1.[BH4-].[Na+]. Product: [CH2:19]([NH:26][CH2:1][C:3]1[CH:18]=[CH:17][C:6]([O:7][C:8]2[CH:16]=[CH:15][C:11]([C:12]([NH2:14])=[O:13])=[CH:10][CH:9]=2)=[CH:5][CH:4]=1)[C:20]1[CH:25]=[CH:24][CH:23]=[CH:22][CH:21]=1. (5) Reactant: [C:1]([O:5][C:6]([N:8]1[CH:15]2[CH2:16][CH:11]3[CH2:12][C:13]([C:18]([OH:20])=O)([CH2:17][CH:9]1[CH2:10]3)[CH2:14]2)=[O:7])([CH3:4])([CH3:3])[CH3:2].[N:21]1C=CC=CC=1.C(=O)(O)[O-].[NH4+]. Product: [C:18]([C:13]12[CH2:14][CH:15]3[CH2:16][CH:11]([CH2:10][CH:9]([N:8]3[C:6]([O:5][C:1]([CH3:4])([CH3:3])[CH3:2])=[O:7])[CH2:17]1)[CH2:12]2)(=[O:20])[NH2:21]. The catalyst class is: 10. (6) Reactant: I[C:2]1[C:10]2[CH:9]=[N:8][CH:7]=[N:6][C:5]=2[N:4]([CH:11]([CH3:13])[CH3:12])[CH:3]=1.C([Mg]Cl)(C)C.[Br:19][C:20]1[CH:21]=[N:22][CH:23]=[C:24]([CH:31]=1)[C:25](N(OC)C)=[O:26]. Product: [Br:19][C:20]1[CH:31]=[C:24]([C:25]([C:2]2[C:10]3[CH:9]=[N:8][CH:7]=[N:6][C:5]=3[N:4]([CH:11]([CH3:13])[CH3:12])[CH:3]=2)=[O:26])[CH:23]=[N:22][CH:21]=1. The catalyst class is: 1.